This data is from Catalyst prediction with 721,799 reactions and 888 catalyst types from USPTO. The task is: Predict which catalyst facilitates the given reaction. (1) Reactant: [H-].[H-].[H-].[H-].[Li+].[Al+3].[CH2:7]([N:14]([CH2:24][C:25]1[CH:30]=[CH:29][CH:28]=[CH:27][CH:26]=1)[C@@H:15]([CH2:22][CH3:23])[C:16](N(OC)C)=[O:17])[C:8]1[CH:13]=[CH:12][CH:11]=[CH:10][CH:9]=1. Product: [CH2:24]([N:14]([CH2:7][C:8]1[CH:9]=[CH:10][CH:11]=[CH:12][CH:13]=1)[C@@H:15]([CH2:22][CH3:23])[CH:16]=[O:17])[C:25]1[CH:26]=[CH:27][CH:28]=[CH:29][CH:30]=1. The catalyst class is: 1. (2) The catalyst class is: 7. Reactant: COCCO[AlH2-]OCCOC.[Na+].[NH2:13][C:14]1[C:19]([C:20](OCC)=[O:21])=[C:18]([C:25]2[CH:30]=[CH:29][C:28]([CH3:31])=[CH:27][CH:26]=2)[C:17]([C:32]([O:34][CH3:35])=[O:33])=[C:16]([CH3:36])[N:15]=1. Product: [NH2:13][C:14]1[C:19]([CH2:20][OH:21])=[C:18]([C:25]2[CH:26]=[CH:27][C:28]([CH3:31])=[CH:29][CH:30]=2)[C:17]([C:32]([O:34][CH3:35])=[O:33])=[C:16]([CH3:36])[N:15]=1. (3) Reactant: [C:1]1([S:7](Cl)(=[O:9])=[O:8])[CH:6]=[CH:5][CH:4]=[CH:3][CH:2]=1.[CH2:11]([O:13][C:14]([C:16]1[CH:17]=[N:18][N:19]([C:21]2[N:30]([CH2:31][O:32][CH2:33][CH2:34][Si:35]([CH3:38])([CH3:37])[CH3:36])[C:29](=[O:39])[C:28]3[C:23](=[CH:24][CH:25]=[C:26]([NH2:40])[CH:27]=3)[N:22]=2)[CH:20]=1)=[O:15])[CH3:12]. Product: [CH2:11]([O:13][C:14]([C:16]1[CH:17]=[N:18][N:19]([C:21]2[N:30]([CH2:31][O:32][CH2:33][CH2:34][Si:35]([CH3:38])([CH3:37])[CH3:36])[C:29](=[O:39])[C:28]3[C:23](=[CH:24][CH:25]=[C:26]([NH:40][S:7]([C:1]4[CH:6]=[CH:5][CH:4]=[CH:3][CH:2]=4)(=[O:9])=[O:8])[CH:27]=3)[N:22]=2)[CH:20]=1)=[O:15])[CH3:12]. The catalyst class is: 17.